This data is from Reaction yield outcomes from USPTO patents with 853,638 reactions. The task is: Predict the reaction yield, written as a fraction of the theoretical maximum amount of product (1.0 means a 100% yield; for example, 0.34 means a 34% yield). The reactants are [N:1]1([C:7]([O:9][C:10]([CH3:13])([CH3:12])[CH3:11])=[O:8])[CH2:6][CH2:5][NH:4][CH2:3][CH2:2]1.C(N(CC)CC)C.Cl[C:22]1[N:27]=[CH:26][C:25]([C:28](Cl)=[O:29])=[CH:24][CH:23]=1.CO.C(Cl)[Cl:34]. The catalyst is CN(C)C1C=CN=CC=1.C(Cl)Cl. The product is [Cl:34][C:26]1[N:27]=[CH:22][CH:23]=[CH:24][C:25]=1[C:28]([N:4]1[CH2:5][CH2:6][N:1]([C:7]([O:9][C:10]([CH3:13])([CH3:12])[CH3:11])=[O:8])[CH2:2][CH2:3]1)=[O:29]. The yield is 0.890.